From a dataset of Full USPTO retrosynthesis dataset with 1.9M reactions from patents (1976-2016). Predict the reactants needed to synthesize the given product. Given the product [Cl:21][C:3]1[C:4]([OH:13])=[N:5][CH:6]=[C:7]([C:2]=1[OH:1])[C:8]([O:10][CH2:11][CH3:12])=[O:9], predict the reactants needed to synthesize it. The reactants are: [OH:1][C:2]1[C:7]([C:8]([O:10][CH2:11][CH3:12])=[O:9])=[CH:6][N:5]=[C:4]([OH:13])[CH:3]=1.C1C(=O)N([Cl:21])C(=O)C1.Cl.[O-]S([O-])(=S)=O.[Na+].[Na+].